The task is: Predict the product of the given reaction.. This data is from Forward reaction prediction with 1.9M reactions from USPTO patents (1976-2016). (1) Given the reactants [C:1]1([C:7]([C:17]2[CH:22]=[CH:21][CH:20]=[CH:19][CH:18]=2)([C:11]2[CH:16]=[CH:15][CH:14]=[CH:13][CH:12]=2)[C:8](O)=[O:9])[CH:6]=[CH:5][CH:4]=[CH:3][CH:2]=1.F[P-](F)(F)(F)(F)F.FC(N(C)C)=[N+](C)C.C(N(CC)CC)C.O.[NH2:46][NH2:47], predict the reaction product. The product is: [C:1]1([C:7]([C:17]2[CH:22]=[CH:21][CH:20]=[CH:19][CH:18]=2)([C:11]2[CH:16]=[CH:15][CH:14]=[CH:13][CH:12]=2)[C:8]([NH:46][NH2:47])=[O:9])[CH:6]=[CH:5][CH:4]=[CH:3][CH:2]=1. (2) Given the reactants C([O:3][C:4](=[O:13])[CH:5]([CH2:9][CH2:10][CH2:11][CH3:12])[C:6](O)=[O:7])C.C(O)(C)C.[BH4-].[Li+], predict the reaction product. The product is: [CH2:9]([CH:5]([CH2:6][OH:7])[C:4]([OH:13])=[O:3])[CH2:10][CH2:11][CH3:12]. (3) Given the reactants Br.[C:2]1([N:8]2[CH2:12][C:11]3([CH2:17][CH2:16][NH:15][CH2:14][CH2:13]3)[O:10][C:9]2=[O:18])[CH:7]=[CH:6][CH:5]=[CH:4][CH:3]=1.Cl[C:20]1[NH:24][C:23]2[CH:25]=[CH:26][C:27]([F:29])=[CH:28][C:22]=2[N:21]=1.C(N(C(C)C)CC)(C)C, predict the reaction product. The product is: [F:29][C:27]1[CH:26]=[CH:25][C:23]2[NH:24][C:20]([N:15]3[CH2:14][CH2:13][C:11]4([O:10][C:9](=[O:18])[N:8]([C:2]5[CH:3]=[CH:4][CH:5]=[CH:6][CH:7]=5)[CH2:12]4)[CH2:17][CH2:16]3)=[N:21][C:22]=2[CH:28]=1. (4) The product is: [C:1]([N:8]1[CH2:11][CH:10]([CH2:12][N:13]([C:14]2[CH:19]=[CH:18][CH:17]=[CH:16][CH:15]=2)[C:20](=[O:23])[CH2:21][CH3:22])[CH2:9]1)([O:3][C:4]([CH3:6])([CH3:7])[CH3:5])=[O:2]. Given the reactants [C:1]([N:8]1[CH2:11][CH:10]([CH2:12][NH:13][C:14]2[CH:19]=[CH:18][CH:17]=[CH:16][CH:15]=2)[CH2:9]1)([O:3][C:4]([CH3:7])([CH3:6])[CH3:5])=[O:2].[C:20](Cl)(=[O:23])[CH2:21][CH3:22], predict the reaction product. (5) Given the reactants [Cl:1][CH2:2][CH2:3][CH2:4][C:5]([C:7]1[CH:12]=[CH:11][C:10]([CH:13]([CH3:15])[CH3:14])=[CH:9][CH:8]=1)=[O:6].[Br:16]N1C(=O)CCC1=O.C(OOC(=O)C1C=CC=CC=1)(=O)C1C=CC=CC=1, predict the reaction product. The product is: [Br:16][C:13]([C:10]1[CH:9]=[CH:8][C:7]([C:5](=[O:6])[CH2:4][CH2:3][CH2:2][Cl:1])=[CH:12][CH:11]=1)([CH3:15])[CH3:14]. (6) Given the reactants [F:1][C:2]1[CH:3]=[CH:4][C:5]([CH3:17])=[C:6]([CH:8]=[N:9][C:10]([O:12][Si](C)(C)C)=[CH2:11])[CH:7]=1.C(OC([N:25]1[C:33]2[C:28](=[CH:29][CH:30]=[C:31]([Cl:34])[CH:32]=2)/[C:27](=[CH:35]/[C:36]2[CH:41]=[C:40]([Cl:42])[CH:39]=[CH:38][C:37]=2[O:43][CH2:44][C:45]2([CH3:49])[CH2:48][O:47][CH2:46]2)/[C:26]1=[O:50])=O)(C)(C)C, predict the reaction product. The product is: [Cl:34][C:31]1[CH:32]=[C:33]2[NH:25][C:26](=[O:50])[C:27]3([CH:35]([C:36]4[CH:41]=[C:40]([Cl:42])[CH:39]=[CH:38][C:37]=4[O:43][CH2:44][C:45]4([CH3:49])[CH2:48][O:47][CH2:46]4)[CH2:12][C:10](=[O:11])[NH:9][CH:8]3[C:6]3[CH:7]=[C:2]([F:1])[CH:3]=[CH:4][C:5]=3[CH3:17])[C:28]2=[CH:29][CH:30]=1. (7) The product is: [Cl:17][C:18]1[N:19]=[C:20]([N:1]2[CH2:2][CH2:3][CH:4]([N:7]3[C:15]4[C:10](=[N:11][CH:12]=[CH:13][CH:14]=4)[NH:9][C:8]3=[O:16])[CH2:5][CH2:6]2)[CH:21]=[C:22]([C:24]([C:26]2[CH:36]=[C:35]([CH3:37])[C:29]3[N:30]([CH3:34])[C:31](=[O:33])[O:32][C:28]=3[CH:27]=2)=[O:25])[CH:23]=1. Given the reactants [NH:1]1[CH2:6][CH2:5][CH:4]([N:7]2[C:15]3[C:10](=[N:11][CH:12]=[CH:13][CH:14]=3)[NH:9][C:8]2=[O:16])[CH2:3][CH2:2]1.[Cl:17][C:18]1[CH:23]=[C:22]([C:24]([C:26]2[CH:36]=[C:35]([CH3:37])[C:29]3[N:30]([CH3:34])[C:31](=[O:33])[O:32][C:28]=3[CH:27]=2)=[O:25])[CH:21]=[C:20](Cl)[N:19]=1, predict the reaction product. (8) Given the reactants [C:1]([C:5]1[CH:12]=[CH:11][C:8]([CH:9]=O)=[CH:7][CH:6]=1)([CH3:4])([CH3:3])[CH3:2].[NH:13]1[CH:17]=[CH:16][CH:15]=[CH:14]1.[OH-].[Na+], predict the reaction product. The product is: [CH3:2][C:1]([C:5]1[CH:12]=[CH:11][C:8]([CH:9]([C:14]2[NH:13][CH:17]=[CH:16][CH:15]=2)[C:17]2[NH:13][CH:14]=[CH:15][CH:16]=2)=[CH:7][CH:6]=1)([CH3:4])[CH3:3]. (9) Given the reactants C([O:3][C:4]([C:6]1[CH:7]=[C:8]([C:15](=[O:20])C(Cl)(Cl)Cl)[N:9]2[CH2:14][CH2:13][O:12][CH2:11][C:10]=12)=[O:5])C.[F:21][C:22]1[CH:27]=[C:26]([F:28])[CH:25]=[CH:24][C:23]=1[C@H:29]([NH2:32])[CH2:30][CH3:31].C(N(CC)CC)C.[OH-].[K+], predict the reaction product. The product is: [F:21][C:22]1[CH:27]=[C:26]([F:28])[CH:25]=[CH:24][C:23]=1[C@H:29]([NH:32][C:15]([C:8]1[N:9]2[C:10]([CH2:11][O:12][CH2:13][CH2:14]2)=[C:6]([C:4]([OH:3])=[O:5])[CH:7]=1)=[O:20])[CH2:30][CH3:31]. (10) Given the reactants [Cl:1][C:2]1[CH:3]=[C:4]([N:8]2[N:12]=[N:11][C:10]([CH:13]=[O:14])=[N:9]2)[CH:5]=[CH:6][CH:7]=1.[CH3:15][Mg]Br.C(OCCCC)CCC, predict the reaction product. The product is: [Cl:1][C:2]1[CH:3]=[C:4]([N:8]2[N:12]=[N:11][C:10]([CH:13]([OH:14])[CH3:15])=[N:9]2)[CH:5]=[CH:6][CH:7]=1.